This data is from Full USPTO retrosynthesis dataset with 1.9M reactions from patents (1976-2016). The task is: Predict the reactants needed to synthesize the given product. The reactants are: [NH2:1][C:2]1[N:3]([C:15]2[CH:20]=[CH:19][CH:18]=[C:17]([Cl:21])[C:16]=2[Cl:22])[C:4]([C:7]2[CH:8]=[C:9]([C:12](O)=[O:13])[NH:10][CH:11]=2)=[N:5][N:6]=1.C1N=CN(C(N2C=NC=C2)=O)C=1.[NH:35]1[CH2:39][CH:38]=[CH:37][CH2:36]1. Given the product [NH2:1][C:2]1[N:3]([C:15]2[CH:20]=[CH:19][CH:18]=[C:17]([Cl:21])[C:16]=2[Cl:22])[C:4]([C:7]2[CH:8]=[C:9]([C:12]([N:35]3[CH2:39][CH:38]=[CH:37][CH2:36]3)=[O:13])[NH:10][CH:11]=2)=[N:5][N:6]=1, predict the reactants needed to synthesize it.